From a dataset of Forward reaction prediction with 1.9M reactions from USPTO patents (1976-2016). Predict the product of the given reaction. (1) Given the reactants [CH3:1][CH:2]([C:4]([O:6][C:7]1[CH:8]=[CH:9][C:10]([CH2:29][OH:30])=[CH:11][C:12]=1[C@@H:13]([C:23]1[CH:24]=[CH:25][CH:26]=[CH:27][CH:28]=1)[CH2:14][CH2:15][N:16]([CH:20]([CH3:22])[CH3:21])[CH:17]([CH3:19])[CH3:18])=[O:5])[CH3:3].[Cl:31][C:32]1[CH:42]=[CH:41][CH:40]=[CH:39][C:33]=1[CH:34]([OH:38])[C:35]([OH:37])=[O:36], predict the reaction product. The product is: [CH3:3][CH:2]([C:4]([O:6][C:7]1[CH:8]=[CH:9][C:10]([CH2:29][OH:30])=[CH:11][C:12]=1[C@@H:13]([C:23]1[CH:28]=[CH:27][CH:26]=[CH:25][CH:24]=1)[CH2:14][CH2:15][N:16]([CH:20]([CH3:21])[CH3:22])[CH:17]([CH3:18])[CH3:19])=[O:5])[CH3:1].[Cl:31][C:32]1[CH:42]=[CH:41][CH:40]=[CH:39][C:33]=1[CH:34]([OH:38])[C:35]([O-:37])=[O:36]. (2) The product is: [NH2:1][C:2]1[N:7]=[CH:6][N:5]=[C:4]2[N:8]([CH:18]3[CH2:22][CH2:21][CH2:20][CH2:19]3)[N:9]=[C:10]([C:11]3[CH:12]=[CH:13][C:14]([O:17][C:31]4[O:30][C:29]([C:27]([O:26][CH3:25])=[O:28])=[CH:33][CH:32]=4)=[CH:15][CH:16]=3)[C:3]=12. Given the reactants [NH2:1][C:2]1[N:7]=[CH:6][N:5]=[C:4]2[N:8]([CH:18]3[CH2:22][CH2:21][CH2:20][CH2:19]3)[N:9]=[C:10]([C:11]3[CH:16]=[CH:15][C:14]([OH:17])=[CH:13][CH:12]=3)[C:3]=12.[H-].[Na+].[CH3:25][O:26][C:27]([C:29]1[O:30][C:31]([N+]([O-])=O)=[CH:32][CH:33]=1)=[O:28], predict the reaction product. (3) The product is: [CH3:26][S:23]([NH:22][C:20]1[CH:21]=[C:16]([CH:17]=[C:18]([CH2:27][CH3:28])[CH:19]=1)[CH2:15][NH:14][CH2:13][CH2:12][N:7]1[CH:6]([CH2:30][C:31]2[CH:36]=[CH:35][C:34]([F:37])=[CH:33][CH:32]=2)[CH2:5][C:4]2[C:9](=[CH:10][CH:11]=[C:2]([F:1])[CH:3]=2)[CH2:8]1)(=[O:25])=[O:24]. Given the reactants [F:1][C:2]1[CH:3]=[C:4]2[C:9](=[CH:10][CH:11]=1)[CH2:8][N:7]([CH2:12][CH2:13][NH:14][C:15](=O)[C:16]1[CH:21]=[C:20]([NH:22][S:23]([CH3:26])(=[O:25])=[O:24])[CH:19]=[C:18]([CH2:27][CH3:28])[CH:17]=1)[CH:6]([CH2:30][C:31]1[CH:36]=[CH:35][C:34]([F:37])=[CH:33][CH:32]=1)[CH2:5]2.Cl.C(=O)(O)[O-].[Na+], predict the reaction product. (4) Given the reactants [F:1][C:2]([F:9])([F:8])[CH:3]=[CH:4][C:5](O)=[O:6].[CH:10]1([CH2:13][CH2:14][NH:15][C:16]([C:18]2[N:19]=[N:20][C:21]([N:24]3[CH2:29][CH2:28][NH:27][CH2:26][CH2:25]3)=[CH:22][CH:23]=2)=[O:17])[CH2:12][CH2:11]1, predict the reaction product. The product is: [CH:10]1([CH2:13][CH2:14][NH:15][C:16]([C:18]2[N:19]=[N:20][C:21]([N:24]3[CH2:29][CH2:28][N:27]([C:5](=[O:6])[CH:4]=[CH:3][C:2]([F:9])([F:8])[F:1])[CH2:26][CH2:25]3)=[CH:22][CH:23]=2)=[O:17])[CH2:12][CH2:11]1. (5) The product is: [Cl:13][C:14]1[CH:15]=[C:16]([CH:17]=[CH:18][CH:19]=1)[CH2:20][CH:21]([CH:8]([C:5]1[CH:4]=[CH:3][C:2]([F:1])=[CH:7][CH:6]=1)[CH2:9][N+:10]([O-:12])=[O:11])[CH:22]=[O:23]. Given the reactants [F:1][C:2]1[CH:7]=[CH:6][C:5](/[CH:8]=[CH:9]/[N+:10]([O-:12])=[O:11])=[CH:4][CH:3]=1.[Cl:13][C:14]1[CH:15]=[C:16]([CH2:20][CH2:21][CH:22]=[O:23])[CH:17]=[CH:18][CH:19]=1.C(N(CC)CC)C.N1CCC[C@H]1C(O)=O, predict the reaction product. (6) Given the reactants [OH:1][C:2]1[CH:3]=[C:4]([NH:8][C:9]([C:11]2[N:15]([CH3:16])[N:14]=[C:13]([CH3:17])[CH:12]=2)=[O:10])[CH:5]=[CH:6][CH:7]=1.Cl[C:19]1[CH:24]=[CH:23][C:22]([N+:25]([O-:27])=[O:26])=[CH:21][N:20]=1.C(=O)([O-])[O-].[K+].[K+].CN(C)C=O, predict the reaction product. The product is: [CH3:16][N:15]1[C:11]([C:9]([NH:8][C:4]2[CH:5]=[CH:6][CH:7]=[C:2]([O:1][C:19]3[CH:24]=[CH:23][C:22]([N+:25]([O-:27])=[O:26])=[CH:21][N:20]=3)[CH:3]=2)=[O:10])=[CH:12][C:13]([CH3:17])=[N:14]1. (7) Given the reactants [ClH:1].[NH2:2][C:3]1[C:4]([C:16]([NH:18][C:19]2[CH:20]=[N:21][CH:22]=[CH:23][CH:24]=2)=[O:17])=[N:5][C:6]([C:9]2[CH:14]=[CH:13][C:12]([OH:15])=[CH:11][CH:10]=2)=[CH:7][N:8]=1, predict the reaction product. The product is: [ClH:1].[NH2:2][C:3]1[C:4]([C:16]([NH:18][C:19]2[CH:20]=[N:21][CH:22]=[CH:23][CH:24]=2)=[O:17])=[N:5][C:6]([C:9]2[CH:10]=[CH:11][C:12]([OH:15])=[CH:13][CH:14]=2)=[CH:7][N:8]=1. (8) Given the reactants C1(S([N:10]2[C:14]3=[N:15][CH:16]=[C:17]([Cl:19])[CH:18]=[C:13]3[C:12]([CH2:20][C:21]3[CH:22]=[CH:23][C:24]([NH2:27])=[N:25][CH:26]=3)=[CH:11]2)(=O)=O)C=CC=CC=1.[Br:28][C:29]1[N:34]=[CH:33][C:32]([CH:35]=O)=[CH:31][CH:30]=1.C([BH3-])#N.[OH-].[Na+].[Cl-].[NH4+], predict the reaction product. The product is: [Br:28][C:29]1[N:34]=[CH:33][C:32]([CH2:35][NH:27][C:24]2[CH:23]=[CH:22][C:21]([CH2:20][C:12]3[C:13]4[C:14](=[N:15][CH:16]=[C:17]([Cl:19])[CH:18]=4)[NH:10][CH:11]=3)=[CH:26][N:25]=2)=[CH:31][CH:30]=1. (9) Given the reactants [CH2:1]([Si:5]([O:10][CH3:11])([O:8][CH3:9])[O:6][CH3:7])[CH:2]([CH3:4])[CH3:3].C[Si](OC)(OC)[O:14]C.[OH-].[K+:21], predict the reaction product. The product is: [CH3:1][Si:5]([O:10][CH3:11])([O:8][CH3:9])[O:6][CH3:7].[CH2:1]([Si:5]([O:10][CH3:11])([O:6][CH3:7])[O:8][CH3:9])[CH:2]([CH3:4])[CH3:3].[OH-:14].[K+:21]. (10) Given the reactants F[C:2]1[CH:7]=[CH:6][C:5]([C:8]2[N:9]=[C:10]([CH3:13])[S:11][CH:12]=2)=[CH:4][C:3]=1[C:14]([C:16]1[CH:21]=[C:20]([O:22][CH3:23])[C:19]([O:24][CH3:25])=[C:18]([O:26][CH3:27])[CH:17]=1)=[O:15].[CH3:28][O-:29].[Na+], predict the reaction product. The product is: [CH3:28][O:29][C:2]1[CH:7]=[CH:6][C:5]([C:8]2[N:9]=[C:10]([CH3:13])[S:11][CH:12]=2)=[CH:4][C:3]=1[C:14]([C:16]1[CH:21]=[C:20]([O:22][CH3:23])[C:19]([O:24][CH3:25])=[C:18]([O:26][CH3:27])[CH:17]=1)=[O:15].